This data is from Reaction yield outcomes from USPTO patents with 853,638 reactions. The task is: Predict the reaction yield, written as a fraction of the theoretical maximum amount of product (1.0 means a 100% yield; for example, 0.34 means a 34% yield). The reactants are [OH:1][C:2]1[CH:9]=[CH:8][C:5]([CH:6]=[O:7])=[CH:4][CH:3]=1.C([O-])([O-])=O.[K+].[K+].[CH3:16][S:17](Cl)(=[O:19])=[O:18]. The catalyst is CN(C=O)C.C(OCC)(=O)C. The product is [CH3:16][S:17]([O:1][C:2]1[CH:9]=[CH:8][C:5]([CH:6]=[O:7])=[CH:4][CH:3]=1)(=[O:19])=[O:18]. The yield is 0.250.